This data is from hERG channel blocking data for cardiac toxicity assessment. The task is: Regression/Classification. Given a drug SMILES string, predict its toxicity properties. Task type varies by dataset: regression for continuous values (e.g., LD50, hERG inhibition percentage) or binary classification for toxic/non-toxic outcomes (e.g., AMES mutagenicity, cardiotoxicity, hepatotoxicity). Dataset: herg. (1) The compound is CN(C)C(=O)[C@@H](CO)N(C)Cc1ccc2c(c1)CC[C@H](N1CCN(CCc3ccc(F)cc3)CC1=O)C2. The result is 1 (blocker). (2) The drug is CSc1ncccc1C(=O)N1CC[C@@H]([NH2+]Cc2cncn2Cc2ccc(C#N)cc2)C1=O. The result is 1 (blocker). (3) The drug is COCCc1ccc(-n2cc(C3CC[NH+](CCN4CCNC4=O)CC3)c3cc(Cl)ccc32)cc1. The result is 0 (non-blocker). (4) The compound is CC(C)[NH2+]C[C@H](O)c1ccc(NS(C)(=O)=O)cc1. The result is 0 (non-blocker). (5) The drug is C[N+]1=NN=C2C(C(N)=O)=NC=[N+]2C1=O. The result is 0 (non-blocker). (6) The drug is NC1=[NH+]C[C@H]2c3ccccc3Cc3ccccc3N12. The result is 0 (non-blocker).